Dataset: Forward reaction prediction with 1.9M reactions from USPTO patents (1976-2016). Task: Predict the product of the given reaction. (1) The product is: [CH3:24][N:25]([CH3:30])[S:26]([N:13]1[CH2:12][CH2:11][CH:10]([N:9]([C@H:16]2[CH2:21][CH2:20][C@H:19]([CH3:22])[CH2:18][CH2:17]2)[C:8]([NH:7][C:5]2[S:6][C:2]([Cl:1])=[CH:3][N:4]=2)=[O:23])[CH2:15][CH2:14]1)(=[O:28])=[O:27]. Given the reactants [Cl:1][C:2]1[S:6][C:5]([NH:7][C:8](=[O:23])[N:9]([C@H:16]2[CH2:21][CH2:20][C@H:19]([CH3:22])[CH2:18][CH2:17]2)[CH:10]2[CH2:15][CH2:14][NH:13][CH2:12][CH2:11]2)=[N:4][CH:3]=1.[CH3:24][N:25]([CH3:30])[S:26](Cl)(=[O:28])=[O:27], predict the reaction product. (2) Given the reactants [NH:1]1[CH2:6][CH2:5][O:4][CH2:3][CH2:2]1.C([O-])([O-])=O.[K+].[K+].Cl[CH2:14][C:15]([O:17][CH2:18][CH3:19])=[O:16], predict the reaction product. The product is: [O:4]1[CH2:5][CH2:6][N:1]([CH2:14][C:15]([O:17][CH2:18][CH3:19])=[O:16])[CH2:2][CH2:3]1.